From a dataset of Reaction yield outcomes from USPTO patents with 853,638 reactions. Predict the reaction yield, written as a fraction of the theoretical maximum amount of product (1.0 means a 100% yield; for example, 0.34 means a 34% yield). (1) The catalyst is [Pd].C(O)C.C(OCC)(=O)C. The yield is 0.580. The reactants are [C:1]([O:5][C:6]([NH:8][CH2:9][CH2:10][O:11][C:12]([CH3:59])([CH3:58])[CH2:13][N:14]1[C:26]2[C:25]3[CH:24]=[CH:23][C:22](/[CH:27]=[CH:28]/[C:29]([O:31][CH2:32][CH3:33])=[O:30])=[CH:21][C:20]=3[N:19]=[C:18]([NH:34][C:35]([C:48]3[CH:53]=[CH:52][CH:51]=[CH:50][CH:49]=3)([C:42]3[CH:47]=[CH:46][CH:45]=[CH:44][CH:43]=3)[C:36]3[CH:41]=[CH:40][CH:39]=[CH:38][CH:37]=3)[C:17]=2[N:16]=[C:15]1[CH2:54][O:55][CH2:56][CH3:57])=[O:7])([CH3:4])([CH3:3])[CH3:2].[H][H]. The product is [C:1]([O:5][C:6]([NH:8][CH2:9][CH2:10][O:11][C:12]([CH3:58])([CH3:59])[CH2:13][N:14]1[C:26]2[C:25]3[CH:24]=[CH:23][C:22]([CH2:27][CH2:28][C:29]([O:31][CH2:32][CH3:33])=[O:30])=[CH:21][C:20]=3[N:19]=[C:18]([NH:34][C:35]([C:42]3[CH:43]=[CH:44][CH:45]=[CH:46][CH:47]=3)([C:48]3[CH:49]=[CH:50][CH:51]=[CH:52][CH:53]=3)[C:36]3[CH:41]=[CH:40][CH:39]=[CH:38][CH:37]=3)[C:17]=2[N:16]=[C:15]1[CH2:54][O:55][CH2:56][CH3:57])=[O:7])([CH3:4])([CH3:2])[CH3:3]. (2) The reactants are [Cl:1][C:2]1[CH:8]=[CH:7][C:5]([NH2:6])=[CH:4][CH:3]=1.[N:9]([O-])=O.[Na+].CC([O-])=O.[Na+].[Cl:18][CH:19](C(=O)C)[C:20]([O:22][CH2:23][CH3:24])=[O:21]. The catalyst is Cl.O.C(O)C. The product is [Cl:18][C:19](=[N:9][NH:6][C:5]1[CH:7]=[CH:8][C:2]([Cl:1])=[CH:3][CH:4]=1)[C:20]([O:22][CH2:23][CH3:24])=[O:21]. The yield is 0.730. (3) The reactants are [CH3:1][O:2][C:3]1[CH:4]=[C:5]([CH2:11][CH2:12][NH:13][C:14](=[O:19])[C:15]([F:18])([F:17])[F:16])[CH:6]=[CH:7][C:8]=1[O:9][CH3:10].C=O.Cl.O.[Cl:24][CH2:25]Cl. No catalyst specified. The product is [Cl:24][CH2:25][C:6]1[CH:7]=[C:8]([O:9][CH3:10])[C:3]([O:2][CH3:1])=[CH:4][C:5]=1[CH2:11][CH2:12][NH:13][C:14](=[O:19])[C:15]([F:17])([F:18])[F:16]. The yield is 0.770.